Task: Predict the reactants needed to synthesize the given product.. Dataset: Full USPTO retrosynthesis dataset with 1.9M reactions from patents (1976-2016) (1) Given the product [NH2:21][C:17]1[N:16]=[C:15]([S:12]([NH:11][C:9]([C:3]2[C:2]([Cl:1])=[N:7][C:6]([Cl:8])=[CH:5][N:4]=2)=[O:10])(=[O:13])=[O:14])[CH:20]=[CH:19][CH:18]=1, predict the reactants needed to synthesize it. The reactants are: [Cl:1][C:2]1[C:3]([C:9]([NH:11][S:12]([C:15]2[CH:20]=[CH:19][CH:18]=[C:17]([N+:21]([O-])=O)[N:16]=2)(=[O:14])=[O:13])=[O:10])=[N:4][CH:5]=[C:6]([Cl:8])[N:7]=1.Cl. (2) Given the product [C:12]([O:15][C:16](=[O:17])[NH:1][C:2]1[CH:7]=[C:6]([Cl:8])[C:5]([OH:9])=[C:4]([Cl:10])[CH:3]=1)([CH3:14])([CH3:13])[CH3:11], predict the reactants needed to synthesize it. The reactants are: [NH2:1][C:2]1[CH:7]=[C:6]([Cl:8])[C:5]([OH:9])=[C:4]([Cl:10])[CH:3]=1.[CH3:11][C:12]([O:15][C:16](O[C:16]([O:15][C:12]([CH3:14])([CH3:13])[CH3:11])=[O:17])=[O:17])([CH3:14])[CH3:13].